Dataset: Full USPTO retrosynthesis dataset with 1.9M reactions from patents (1976-2016). Task: Predict the reactants needed to synthesize the given product. (1) Given the product [Br:1][C:2]1[CH:10]=[CH:9][C:5]([C:6]([NH:25][CH:18]2[CH2:24][CH2:23][CH2:22][CH2:21][CH2:20][CH2:19]2)=[O:7])=[CH:4][CH:3]=1, predict the reactants needed to synthesize it. The reactants are: [Br:1][C:2]1[CH:10]=[CH:9][C:5]([C:6](Cl)=[O:7])=[CH:4][CH:3]=1.C(N(CC)CC)C.[CH:18]1([NH2:25])[CH2:24][CH2:23][CH2:22][CH2:21][CH2:20][CH2:19]1. (2) Given the product [NH3:9].[NH2:28][C:25]1[CH:24]=[CH:23][C:22]([N:19]2[CH2:18][CH2:17][C:11]3[C:12]([C:14]([NH2:16])=[O:15])=[N:13][N:9]([C:6]4[CH:7]=[CH:8][C:3]([O:2][CH3:1])=[CH:4][CH:5]=4)[C:10]=3[C:20]2=[O:21])=[CH:27][CH:26]=1, predict the reactants needed to synthesize it. The reactants are: [CH3:1][O:2][C:3]1[CH:4]=[CH:5][C:6]([N:9]2[N:13]=[C:12]([C:14]([NH2:16])=[O:15])[C:11]3[CH2:17][CH2:18][N:19]([C:22]4[CH:23]=[CH:24][C:25]([N:28]5C(=O)CCCC5)=[CH:26][CH:27]=4)[C:20](=[O:21])[C:10]2=3)=[CH:7][CH:8]=1.COC1C=CC(N2C3C(=O)N(C4C=CC([N+]([O-])=O)=CC=4)CCC=3C(C(OCC)=O)=N2)=CC=1.C(O)=O.C([O-])=O.[K+]. (3) Given the product [NH:40]1[CH:44]=[C:43]([CH2:45][O:46][C:38]2[CH:37]=[CH:36][CH:35]=[CH:34][C:33]=2[N:30]2[CH2:31][CH2:32][O:27][CH2:28][CH2:29]2)[N:42]=[CH:41]1, predict the reactants needed to synthesize it. The reactants are: ClCC1N=CN(C(C2C=CC=CC=2)(C2C=CC=CC=2)C2C=CC=CC=2)C=1.[O:27]1[CH2:32][CH2:31][N:30]([C:33]2[CH:34]=[C:35](O)[CH:36]=[CH:37][CH:38]=2)[CH2:29][CH2:28]1.[NH:40]1[CH:44]=[C:43]([CH2:45][O:46]C2C=C(N3CCOCC3)C=CC=2)[N:42]=[CH:41]1. (4) Given the product [ClH:33].[Cl:33][C:34]1[CH:35]=[CH:36][C:37]2[N:38]([C:40]([C:44]3[S:45][C:46]([C:55]([NH2:6])=[O:56])=[C:47]([C:49]4[CH:50]=[CH:51][CH:52]=[CH:53][CH:54]=4)[N:48]=3)=[C:41]([CH3:43])[N:42]=2)[N:39]=1, predict the reactants needed to synthesize it. The reactants are: Cl.[Cl-].[NH4+].C([N:6](CC)CC)C.Cl.CN(C)CCCN=C=NCC.ON1C2C=CC=CC=2N=N1.[Cl:33][C:34]1[CH:35]=[CH:36][C:37]2[N:38]([C:40]([C:44]3[S:45][C:46]([C:55](O)=[O:56])=[C:47]([C:49]4[CH:54]=[CH:53][CH:52]=[CH:51][CH:50]=4)[N:48]=3)=[C:41]([CH3:43])[N:42]=2)[N:39]=1. (5) Given the product [CH2:31]([O:30][C:27]1[CH:28]=[CH:29][C:24]([CH2:23][C:22]([NH:21][CH2:20][C@@H:19]([C:8]2[C:9]3[S:13][C:12](=[O:14])[NH:11][C:10]=3[CH:18]=[C:6]([OH:5])[CH:7]=2)[OH:37])([CH3:35])[CH3:36])=[CH:25][CH:26]=1)[CH2:32][CH2:33][CH3:34], predict the reactants needed to synthesize it. The reactants are: C([O:5][C:6]1[CH:7]=[C:8]([C@@H:19]([OH:37])[CH2:20][NH:21][C:22]([CH3:36])([CH3:35])[CH2:23][C:24]2[CH:29]=[CH:28][C:27]([O:30][CH2:31][CH2:32][CH2:33][CH3:34])=[CH:26][CH:25]=2)[C:9]2[S:13][C:12]([O:14]C(C)C)=[N:11][C:10]=2[CH:18]=1)(C)(C)C.Cl.[OH-].[Na+]. (6) Given the product [Cl:17][C:18]1[CH:23]=[C:22]([N+:24]([O-:26])=[O:25])[CH:21]=[CH:20][C:19]=1[O:10][C:9]1[C:4]2[N:5]([N:1]=[CH:2][CH:3]=2)[CH:6]=[CH:7][CH:8]=1, predict the reactants needed to synthesize it. The reactants are: [N:1]1[N:5]2[CH:6]=[CH:7][CH:8]=[C:9]([OH:10])[C:4]2=[CH:3][CH:2]=1.C(=O)([O-])[O-].[K+].[K+].[Cl:17][C:18]1[CH:23]=[C:22]([N+:24]([O-:26])=[O:25])[CH:21]=[CH:20][C:19]=1F. (7) The reactants are: O.C1(C)C=CC(S(O)(=O)=O)=CC=1.[C:13]1([C:37]2[CH:42]=[CH:41][CH:40]=[CH:39][CH:38]=2)[CH:18]=[CH:17][CH:16]=[CH:15][C:14]=1[C:19]1[CH:27]=[CH:26][CH:25]=[C:24]2[C:20]=1[CH2:21][CH:22]([CH2:29][C:30]1([CH3:36])[CH2:35][CH2:34][CH2:33][CH2:32][CH2:31]1)[CH:23]2O. Given the product [C:13]1([C:37]2[CH:38]=[CH:39][CH:40]=[CH:41][CH:42]=2)[CH:18]=[CH:17][CH:16]=[CH:15][C:14]=1[C:19]1[CH:27]=[CH:26][CH:25]=[C:24]2[C:20]=1[CH2:21][C:22]([CH2:29][C:30]1([CH3:36])[CH2:31][CH2:32][CH2:33][CH2:34][CH2:35]1)=[CH:23]2, predict the reactants needed to synthesize it. (8) Given the product [OH:24][C:25]1[CH:30]=[CH:29][C:28]([C:10]2[CH:11]=[C:6]([C:4]([OH:3])=[O:5])[C:7]3[C:15]([CH:16]=[CH2:17])=[N:14][N:13]([CH:18]4[CH2:23][CH2:22][CH2:21][CH2:20][O:19]4)[C:8]=3[N:9]=2)=[CH:27][CH:26]=1, predict the reactants needed to synthesize it. The reactants are: C([O:3][C:4]([C:6]1[C:7]2[C:15]([CH:16]=[CH2:17])=[N:14][N:13]([CH:18]3[CH2:23][CH2:22][CH2:21][CH2:20][O:19]3)[C:8]=2[N:9]=[C:10](Cl)[CH:11]=1)=[O:5])C.[OH:24][C:25]1[CH:30]=[CH:29][C:28](B(O)O)=[CH:27][CH:26]=1.C(=O)([O-])[O-].[Cs+].[Cs+].